This data is from NCI-60 drug combinations with 297,098 pairs across 59 cell lines. The task is: Regression. Given two drug SMILES strings and cell line genomic features, predict the synergy score measuring deviation from expected non-interaction effect. (1) Drug 1: C1CCC(CC1)NC(=O)N(CCCl)N=O. Drug 2: CCCS(=O)(=O)NC1=C(C(=C(C=C1)F)C(=O)C2=CNC3=C2C=C(C=N3)C4=CC=C(C=C4)Cl)F. Cell line: NCIH23. Synergy scores: CSS=3.14, Synergy_ZIP=-2.80, Synergy_Bliss=1.02, Synergy_Loewe=-6.97, Synergy_HSA=-2.21. (2) Drug 1: CC(C1=C(C=CC(=C1Cl)F)Cl)OC2=C(N=CC(=C2)C3=CN(N=C3)C4CCNCC4)N. Drug 2: CCCCCOC(=O)NC1=NC(=O)N(C=C1F)C2C(C(C(O2)C)O)O. Cell line: HS 578T. Synergy scores: CSS=3.06, Synergy_ZIP=1.83, Synergy_Bliss=7.00, Synergy_Loewe=-0.0857, Synergy_HSA=1.25. (3) Drug 1: CS(=O)(=O)C1=CC(=C(C=C1)C(=O)NC2=CC(=C(C=C2)Cl)C3=CC=CC=N3)Cl. Drug 2: C1=NC(=NC(=O)N1C2C(C(C(O2)CO)O)O)N. Cell line: RPMI-8226. Synergy scores: CSS=20.1, Synergy_ZIP=4.79, Synergy_Bliss=8.54, Synergy_Loewe=-24.0, Synergy_HSA=1.78.